This data is from Forward reaction prediction with 1.9M reactions from USPTO patents (1976-2016). The task is: Predict the product of the given reaction. (1) Given the reactants CS(O[CH2:6][CH2:7][C:8]1[O:9][C:10]2[CH:16]=[CH:15][C:14]([C:17]3[CH:22]=[CH:21][C:20]([C:23]#[N:24])=[CH:19][CH:18]=3)=[CH:13][C:11]=2[CH:12]=1)(=O)=O.[NH:25]1[CH2:30][CH:29]=[CH:28][CH2:27][CH2:26]1, predict the reaction product. The product is: [N:25]1([CH2:6][CH2:7][C:8]2[O:9][C:10]3[CH:16]=[CH:15][C:14]([C:17]4[CH:22]=[CH:21][C:20]([C:23]#[N:24])=[CH:19][CH:18]=4)=[CH:13][C:11]=3[CH:12]=2)[CH2:26][CH:27]=[CH:28][CH2:29][CH2:30]1. (2) Given the reactants [Cl:1][C:2]1[C:3]([CH3:12])=[C:4]([CH3:11])[C:5]2[N:6]([CH:8]=[CH:9][N:10]=2)[N:7]=1.Br[C:14]1[S:18][C:17]2[CH:19]=[CH:20][CH:21]=[CH:22][C:16]=2[CH:15]=1.C(=O)([O-])[O-].[K+].[K+].C1(P(C2C=CC=CC=2)C2C=CC=CC=2)C=CC=CC=1.C([O-])(=O)C.[K+], predict the reaction product. The product is: [S:18]1[C:14]([C:8]2[N:6]3[N:7]=[C:2]([Cl:1])[C:3]([CH3:12])=[C:4]([CH3:11])[C:5]3=[N:10][CH:9]=2)=[CH:15][C:16]2[CH:22]=[CH:21][CH:20]=[CH:19][C:17]1=2. (3) Given the reactants Cl[CH2:2][CH2:3][C@:4]([C:10]1[CH:15]=[C:14]([N+:16]([O-:18])=[O:17])[CH:13]=[CH:12][C:11]=1[F:19])([CH2:8][CH3:9])[N:5]=[C:6]=[S:7].[NH3:20], predict the reaction product. The product is: [CH2:3]([C@@:4]1([C:10]2[CH:15]=[C:14]([N+:16]([O-:18])=[O:17])[CH:13]=[CH:12][C:11]=2[F:19])[CH2:8][CH2:9][S:7][C:6]([NH2:20])=[N:5]1)[CH3:2].